This data is from Forward reaction prediction with 1.9M reactions from USPTO patents (1976-2016). The task is: Predict the product of the given reaction. (1) Given the reactants [H-].[Na+].[CH:3]([C:6]1[NH:7][C:8]2[C:13]([C:14]=1[CH2:15][C:16]([O:18][CH2:19][CH3:20])=[O:17])=[C:12]([N+:21]([O-:23])=[O:22])[CH:11]=[CH:10][CH:9]=2)([CH3:5])[CH3:4].Br[CH2:25][C:26]([O:28][CH2:29][CH3:30])=[O:27], predict the reaction product. The product is: [CH:3]([C:6]1[N:7]([CH2:25][C:26]([O:28][CH2:29][CH3:30])=[O:27])[C:8]2[C:13]([C:14]=1[CH2:15][C:16]([O:18][CH2:19][CH3:20])=[O:17])=[C:12]([N+:21]([O-:23])=[O:22])[CH:11]=[CH:10][CH:9]=2)([CH3:4])[CH3:5]. (2) The product is: [Cl:24][C:25]1[CH:33]=[CH:32][CH:31]=[C:30]([Cl:34])[C:26]=1[C:27]([N:1]([C:27](=[O:28])[C:26]1[C:25]([Cl:24])=[CH:33][CH:32]=[CH:31][C:30]=1[Cl:34])[C:2]1[CH:7]=[CH:6][CH:5]=[C:4]([C:8]2[N:13]3[N:14]=[CH:15][C:16]([C:17]([C:19]4[S:20][CH:21]=[CH:22][CH:23]=4)=[O:18])=[C:12]3[N:11]=[CH:10][CH:9]=2)[CH:3]=1)=[O:28]. Given the reactants [NH2:1][C:2]1[CH:3]=[C:4]([C:8]2[N:13]3[N:14]=[CH:15][C:16]([C:17]([C:19]4[S:20][CH:21]=[CH:22][CH:23]=4)=[O:18])=[C:12]3[N:11]=[CH:10][CH:9]=2)[CH:5]=[CH:6][CH:7]=1.[Cl:24][C:25]1[CH:33]=[CH:32][CH:31]=[C:30]([Cl:34])[C:26]=1[C:27](Cl)=[O:28], predict the reaction product. (3) The product is: [F:10][C:4]1[CH:3]=[C:2]([C:13]2[C:12]([F:11])=[CH:17][N:16]=[C:15]([O:18][CH3:19])[CH:14]=2)[CH:9]=[CH:8][C:5]=1[CH:6]=[O:7]. Given the reactants Br[C:2]1[CH:9]=[CH:8][C:5]([CH:6]=[O:7])=[C:4]([F:10])[CH:3]=1.[F:11][C:12]1[C:13](B(O)O)=[CH:14][C:15]([O:18][CH3:19])=[N:16][CH:17]=1.C(=O)([O-])[O-].[Na+].[Na+], predict the reaction product. (4) Given the reactants [NH2:1][C:2]1[N:7]=[CH:6][N:5]=[C:4]2[N:8]([C@H:26]3[CH2:31][CH2:30][C@H:29]([N:32]4[CH2:37][CH2:36][N:35]([CH3:38])[CH2:34][CH2:33]4)[CH2:28][CH2:27]3)[N:9]=[C:10]([C:11]3[CH:16]=[CH:15][C:14]([NH:17]C(=O)OC(C)(C)C)=[C:13]([Cl:25])[CH:12]=3)[C:3]=12.FC(F)(F)C(O)=O, predict the reaction product. The product is: [NH2:17][C:14]1[CH:15]=[CH:16][C:11]([C:10]2[C:3]3[C:4](=[N:5][CH:6]=[N:7][C:2]=3[NH2:1])[N:8]([C@H:26]3[CH2:31][CH2:30][C@H:29]([N:32]4[CH2:33][CH2:34][N:35]([CH3:38])[CH2:36][CH2:37]4)[CH2:28][CH2:27]3)[N:9]=2)=[CH:12][C:13]=1[Cl:25]. (5) Given the reactants C([O:3][C:4]([C@@H:6]1[C@@H:8]([C:9](=[O:31])[NH:10][C@@H:11]([CH2:27][CH:28]([CH3:30])[CH3:29])[C:12]([NH:14][C:15]2[S:16][CH:17]=[C:18]([C:20]3[CH:25]=[CH:24][C:23]([F:26])=[CH:22][CH:21]=3)[N:19]=2)=[O:13])[O:7]1)=[O:5])C.[Li+].[OH-], predict the reaction product. The product is: [F:26][C:23]1[CH:24]=[CH:25][C:20]([C:18]2[N:19]=[C:15]([NH:14][C:12](=[O:13])[C@@H:11]([NH:10][C:9]([C@H:8]3[O:7][C@@H:6]3[C:4]([OH:5])=[O:3])=[O:31])[CH2:27][CH:28]([CH3:29])[CH3:30])[S:16][CH:17]=2)=[CH:21][CH:22]=1. (6) Given the reactants C(O[C:4](=[O:22])[CH2:5][C:6]1([C:17]([O:19][CH2:20][CH3:21])=[O:18])O[N:13]2[C:8]([C:9]([CH3:16])([CH3:15])[O:10][CH2:11][CH2:12]2)=[N:7]1)C.C(OCC)(=[O:25])C, predict the reaction product. The product is: [OH:25][C:5]1[C:4](=[O:22])[N:13]2[C:8]([C:9]([CH3:15])([CH3:16])[O:10][CH2:11][CH2:12]2)=[N:7][C:6]=1[C:17]([O:19][CH2:20][CH3:21])=[O:18].